Task: Predict the reaction yield, written as a fraction of the theoretical maximum amount of product (1.0 means a 100% yield; for example, 0.34 means a 34% yield).. Dataset: Reaction yield outcomes from USPTO patents with 853,638 reactions (1) The reactants are [F:1][C:2]([F:21])([F:20])[C:3]([N:5]1[CH2:10][CH2:9][N:8]([C:11]2[CH:12]=[CH:13][CH:14]=[C:15]3[C:19]=2[NH:18][CH:17]=[CH:16]3)[CH2:7][CH2:6]1)=[O:4].[C:22](O[C:22](=[O:29])[C:23]1[CH:28]=[CH:27][CH:26]=[CH:25][CH:24]=1)(=[O:29])[C:23]1[CH:28]=[CH:27][CH:26]=[CH:25][CH:24]=1.[Al+3].[Cl-].[Cl-].[Cl-]. The catalyst is CCOC(C)=O.O. The product is [C:22]([C:16]1[C:15]2[C:19](=[C:11]([N:8]3[CH2:9][CH2:10][N:5]([C:3](=[O:4])[C:2]([F:1])([F:20])[F:21])[CH2:6][CH2:7]3)[CH:12]=[CH:13][CH:14]=2)[NH:18][CH:17]=1)(=[O:29])[C:23]1[CH:28]=[CH:27][CH:26]=[CH:25][CH:24]=1. The yield is 0.760. (2) The yield is 0.570. The reactants are C(C1OC(CC(C)(C)C)OC(CC(C)(C)C)O1)C(C)(C)C.Cl.[CH3:23][C:24]([CH3:29])([CH3:28])[CH2:25][CH:26]=O.C(=O)(O)[O-].[Na+].[CH3:35][O:36][C:37]([C@@H:39]([NH:47][C:48]([C@@H:50]([NH2:55])[CH2:51][C:52]([OH:54])=[O:53])=[O:49])[CH2:40][C:41]1[CH:42]=[CH:43][CH:44]=[CH:45][CH:46]=1)=[O:38]. The catalyst is C1(C)C=CC=CC=1.CO.[Pd].C1C=CC=CC=1. The product is [CH3:23][C:24]([CH2:25][CH2:26][NH:55][C@H:50]([C:48]([NH:47][C@H:39]([C:37]([O:36][CH3:35])=[O:38])[CH2:40][C:41]1[CH:42]=[CH:43][CH:44]=[CH:45][CH:46]=1)=[O:49])[CH2:51][C:52]([OH:54])=[O:53])([CH3:29])[CH3:28]. (3) The reactants are [F:1][C:2]1[CH:3]=[C:4]([CH:7]=[CH:8][C:9]=1[O:10][CH3:11])[CH:5]=O.[C:12](=O)([O-])[O-].[K+].[K+].[N+](=C(P(=O)(OC)OC)C(=O)C)=[N-]. The catalyst is CO. The product is [C:5]([C:4]1[CH:7]=[CH:8][C:9]([O:10][CH3:11])=[C:2]([F:1])[CH:3]=1)#[CH:12]. The yield is 0.769. (4) The reactants are [OH:1][C:2]1[CH:3]=[C:4]2[C:8](=[CH:9][CH:10]=1)[NH:7][CH:6]=[C:5]2[CH2:11][C:12]([OH:14])=[O:13].[C:15](Cl)(=O)C. The catalyst is CO. The product is [CH3:15][O:13][C:12](=[O:14])[CH2:11][C:5]1[C:4]2[C:8](=[CH:9][CH:10]=[C:2]([OH:1])[CH:3]=2)[NH:7][CH:6]=1. The yield is 0.980. (5) The reactants are [OH:1][C:2]1[N:6]([C:7]2[CH:12]=[C:11]([C:13]#[N:14])[CH:10]=[CH:9][N:8]=2)[N:5]=[CH:4][CH:3]=1.[CH3:15][N:16]1[C:24]2[C:19](=[CH:20][CH:21]=[C:22]([CH2:25]O)[CH:23]=2)[CH:18]=[N:17]1. No catalyst specified. The product is [CH3:15][N:16]1[C:24]2[C:19](=[CH:20][CH:21]=[C:22]([CH2:25][O:1][C:2]3[N:6]([C:7]4[CH:12]=[C:11]([C:13]#[N:14])[CH:10]=[CH:9][N:8]=4)[N:5]=[CH:4][CH:3]=3)[CH:23]=2)[CH:18]=[N:17]1. The yield is 0.110. (6) The reactants are C([O:3][C:4](=[O:28])[CH2:5][N:6]1[CH2:11][CH2:10][N:9]([C:12](=[O:27])[CH2:13][CH2:14][C:15]2[CH:20]=[C:19]([O:21][CH3:22])[C:18]([O:23][CH3:24])=[C:17]([O:25][CH3:26])[CH:16]=2)[CH2:8][CH2:7]1)C.[OH-].[Na+].Cl. The catalyst is CO.CCOC(C)=O. The product is [CH3:26][O:25][C:17]1[CH:16]=[C:15]([CH2:14][CH2:13][C:12]([N:9]2[CH2:8][CH2:7][N:6]([CH2:5][C:4]([OH:28])=[O:3])[CH2:11][CH2:10]2)=[O:27])[CH:20]=[C:19]([O:21][CH3:22])[C:18]=1[O:23][CH3:24]. The yield is 0.950. (7) The catalyst is C(O)C.[Pt](=O)=O. The product is [NH:12]1[CH2:13][CH2:14][CH:9]([CH2:8][C:7]2[CH:6]=[CH:5][C:4]([NH2:1])=[CH:16][CH:15]=2)[CH2:10][CH2:11]1. The yield is 0.860. The reactants are [N+:1]([C:4]1[CH:16]=[CH:15][C:7]([CH2:8][C:9]2[CH:14]=[CH:13][N:12]=[CH:11][CH:10]=2)=[CH:6][CH:5]=1)([O-])=O.Cl.O.